This data is from Reaction yield outcomes from USPTO patents with 853,638 reactions. The task is: Predict the reaction yield, written as a fraction of the theoretical maximum amount of product (1.0 means a 100% yield; for example, 0.34 means a 34% yield). The reactants are [Br:1][C:2]1[CH:3]=[CH:4][C:5]([OH:11])=[C:6]([C:8](=[O:10])[CH3:9])[CH:7]=1.C([O-])([O-])=O.[K+].[K+].[I-].[K+].Br[CH2:21][CH2:22][NH:23][C:24](=[O:30])[O:25][C:26]([CH3:29])([CH3:28])[CH3:27]. The catalyst is CN(C=O)C. The product is [C:8]([C:6]1[CH:7]=[C:2]([Br:1])[CH:3]=[CH:4][C:5]=1[O:11][CH2:21][CH2:22][NH:23][C:24](=[O:30])[O:25][C:26]([CH3:29])([CH3:28])[CH3:27])(=[O:10])[CH3:9]. The yield is 0.780.